From a dataset of Catalyst prediction with 721,799 reactions and 888 catalyst types from USPTO. Predict which catalyst facilitates the given reaction. (1) Reactant: C(O[C:4]([C:6]1[C:7]([OH:21])=[C:8]2[C:14]([C:15]3[CH:20]=[CH:19][CH:18]=[CH:17][CH:16]=3)=[N:13][O:12][C:9]2=[CH:10][N:11]=1)=[O:5])C.[NH2:22][CH2:23][C:24]([OH:26])=[O:25].C[O-].[Na+]. Product: [OH:21][C:7]1[C:6]([C:4]([NH:22][CH2:23][C:24]([OH:26])=[O:25])=[O:5])=[N:11][CH:10]=[C:9]2[O:12][N:13]=[C:14]([C:15]3[CH:16]=[CH:17][CH:18]=[CH:19][CH:20]=3)[C:8]=12. The catalyst class is: 5. (2) Reactant: [Cl:1][C:2]1[C:3]([NH:23][C:24]2[CH:28]=[C:27]([CH3:29])[NH:26][N:25]=2)=[N:4][C:5]([NH:8][C:9]2[CH:14]=[C:13]([CH3:15])[C:12]([CH:16]3[CH2:21][CH2:20][NH:19][CH2:18][CH2:17]3)=[CH:11][C:10]=2[F:22])=[N:6][CH:7]=1.[C:30](#[N:33])[CH:31]=[CH2:32]. Product: [Cl:1][C:2]1[C:3]([NH:23][C:24]2[CH:28]=[C:27]([CH3:29])[NH:26][N:25]=2)=[N:4][C:5]([NH:8][C:9]2[C:10]([F:22])=[CH:11][C:12]([CH:16]3[CH2:17][CH2:18][N:19]([CH2:32][CH2:31][C:30]#[N:33])[CH2:20][CH2:21]3)=[C:13]([CH3:15])[CH:14]=2)=[N:6][CH:7]=1. The catalyst class is: 5. (3) Reactant: B(Br)(Br)Br.[CH2:5]([N:12]1[C:24]2[CH:23]=[C:22]3[CH2:25][CH2:26][CH2:27][CH2:28][C:21]3=[C:20]([O:29]C)[C:19]=2[C:18]2[C:17]([C:31]([O:33][CH3:34])=[O:32])=[CH:16][CH:15]=[CH:14][C:13]1=2)[C:6]1[CH:11]=[CH:10][CH:9]=[CH:8][CH:7]=1. Product: [CH2:5]([N:12]1[C:24]2[CH:23]=[C:22]3[CH2:25][CH2:26][CH2:27][CH2:28][C:21]3=[C:20]([OH:29])[C:19]=2[C:18]2[C:17]([C:31]([O:33][CH3:34])=[O:32])=[CH:16][CH:15]=[CH:14][C:13]1=2)[C:6]1[CH:11]=[CH:10][CH:9]=[CH:8][CH:7]=1. The catalyst class is: 2.